From a dataset of Peptide-MHC class I binding affinity with 185,985 pairs from IEDB/IMGT. Regression. Given a peptide amino acid sequence and an MHC pseudo amino acid sequence, predict their binding affinity value. This is MHC class I binding data. The peptide sequence is IVMRYVLDH. The MHC is HLA-B57:01 with pseudo-sequence HLA-B57:01. The binding affinity (normalized) is 0.213.